From a dataset of Forward reaction prediction with 1.9M reactions from USPTO patents (1976-2016). Predict the product of the given reaction. (1) Given the reactants [Cl:1][C:2]1[N:3]=[C:4]([O:20][CH:21]([CH3:23])[CH3:22])[C:5]2[C:10](I)=[CH:9][N:8]([CH2:12][O:13][CH2:14][CH2:15][Si:16]([CH3:19])([CH3:18])[CH3:17])[C:6]=2[N:7]=1.CC1([CH2+])C(C)(C)OB([C:32]2[CH:37]=[CH:36][C:35]([C:38]3[N:39]([CH2:43][O:44][CH2:45][CH2:46][Si:47]([CH3:50])([CH3:49])[CH3:48])[CH:40]=[CH:41][N:42]=3)=[CH:34][CH:33]=2)O1.O.O.O.P([O-])([O-])([O-])=O.[K+].[K+].[K+].O1CCOCC1, predict the reaction product. The product is: [Cl:1][C:2]1[N:3]=[C:4]([O:20][CH:21]([CH3:23])[CH3:22])[C:5]2[C:10]([C:32]3[CH:33]=[CH:34][C:35]([C:38]4[N:39]([CH2:43][O:44][CH2:45][CH2:46][Si:47]([CH3:50])([CH3:49])[CH3:48])[CH:40]=[CH:41][N:42]=4)=[CH:36][CH:37]=3)=[CH:9][N:8]([CH2:12][O:13][CH2:14][CH2:15][Si:16]([CH3:19])([CH3:18])[CH3:17])[C:6]=2[N:7]=1. (2) Given the reactants [OH:1][NH:2][C:3]([C:5]1[C:9]([NH:10][CH2:11][CH2:12][NH:13][S:14]([CH3:17])(=[O:16])=[O:15])=[N:8][O:7][N:6]=1)=[NH:4].N[C:19]1[CH:20]=[CH:21][C:22]([F:27])=[C:23]([CH:26]=1)[C:24]#[N:25], predict the reaction product. The product is: [C:24]([C:23]1[CH:26]=[C:19]([NH:4][C:3]([C:5]2[C:9]([NH:10][CH2:11][CH2:12][NH:13][S:14]([CH3:17])(=[O:16])=[O:15])=[N:8][O:7][N:6]=2)=[N:2][OH:1])[CH:20]=[CH:21][C:22]=1[F:27])#[N:25]. (3) Given the reactants [F-].C([N+](CCCC)(CCCC)CCCC)CCC.[Si]([O:26][CH2:27][C:28]1[CH:33]=[CH:32][C:31]([C:34]([C:36]2[CH:37]=[N:38][CH:39]=[CH:40][CH:41]=2)=[O:35])=[CH:30][CH:29]=1)(C(C)(C)C)(C)C, predict the reaction product. The product is: [N:38]1[CH:39]=[CH:40][CH:41]=[C:36]([C:34]([C:31]2[CH:30]=[CH:29][C:28]([CH2:27][OH:26])=[CH:33][CH:32]=2)=[O:35])[CH:37]=1. (4) Given the reactants [C:1]([C:3]1[CH:8]=[CH:7][CH:6]=[CH:5][C:4]=1[C:9]1[CH:36]=[CH:35][C:12]([C:13]([NH:15][CH2:16][CH:17]2[CH2:21][CH2:20][CH2:19][N:18]2[C:22](=[O:34])[CH2:23][CH2:24][CH2:25][NH:26]C(=O)OC(C)(C)C)=[O:14])=[C:11]([NH:37][CH2:38][CH2:39][C:40]2[CH:45]=[CH:44][CH:43]=[C:42]([F:46])[CH:41]=2)[N:10]=1)#[N:2].Cl, predict the reaction product. The product is: [NH2:26][CH2:25][CH2:24][CH2:23][C:22]([N:18]1[CH2:19][CH2:20][CH2:21][CH:17]1[CH2:16][NH:15][C:13](=[O:14])[C:12]1[CH:35]=[CH:36][C:9]([C:4]2[CH:5]=[CH:6][CH:7]=[CH:8][C:3]=2[C:1]#[N:2])=[N:10][C:11]=1[NH:37][CH2:38][CH2:39][C:40]1[CH:45]=[CH:44][CH:43]=[C:42]([F:46])[CH:41]=1)=[O:34]. (5) Given the reactants [K+].[Br-].[CH3:3][C:4]1O[CH:7]=[C:6](/[CH:9]=[C:10](/[C@H:12]2[O:29][C:27](=[O:28])[CH2:26][C@H:25]([OH:30])[C:24](C)([CH3:31])[C:22](=[O:23])[C@H:21]([CH3:33])[C@@H:20]([OH:34])[C@@H:19]([CH3:35])[CH2:18][CH2:17][CH2:16][C:15](C)=[CH:14][CH2:13]2)\[CH3:11])[N:5]=1.CC1OC=C(/C=C(/[C@H]2OC(=O)C[C@H](O)C(C)(C)C(=O)[C@H](C)[C@@H](O)[C@@H](C)CCC[C@@]3(C)O[C@H]3C2)\C)N=1.CC1OC=C(/C=C(/[C@H]2OC(=O)C[C@H](O)C(C)(C)C(=O)[C@H](C)[C@@H](O)[C@@H](C)CCC[C@H]3O[C@H]3C2)\C)N=1.CC1[S:111]C=C(/C=C(/[C@H]2OC(=O)C[C@H](O)C(C)(C)C(=O)C[C@@H](O)[C@@H](C)CCCC=CC2)\C)N=1.CC1SC=C(/C=C(/[C@H]2OC(=O)C[C@H](O)C(C)(C)C(=O)[C@H](C)[C@@H](O)[C@@H](C)CCCC=CC2)\CO)N=1.CC1SC=C(/C=C(/[C@H]2OC(=O)C[C@H](O)[C@@H](C)C(=O)[C@H](C)[C@@H](O)[C@@H](C)CCCC(C)=CC2)\C)N=1, predict the reaction product. The product is: [CH3:3][C:4]1[S:111][CH:7]=[C:6](/[CH:9]=[C:10](/[C@H:12]2[O:29][C:27](=[O:28])[CH2:26][C@H:25]([OH:30])[C@@H:24]([CH3:31])[C:22](=[O:23])[C@H:21]([CH3:33])[C@@H:20]([OH:34])[C@@H:19]([CH3:35])[CH2:18][CH2:17][CH2:16][CH:15]=[CH:14][CH2:13]2)\[CH3:11])[N:5]=1. (6) Given the reactants [Cl:1][C:2]1[CH:33]=[CH:32][CH:31]=[C:30]([F:34])[C:3]=1[C:4]([NH:6][C:7]([N:9]([C:18]1[CH:23]=[CH:22][C:21]([C:24]([O:26][CH3:27])=[O:25])=[C:20]([O:28][CH3:29])[CH:19]=1)[NH:10]C(OC(C)(C)C)=O)=[O:8])=O.FC(F)(F)C(O)=O, predict the reaction product. The product is: [Cl:1][C:2]1[CH:33]=[CH:32][CH:31]=[C:30]([F:34])[C:3]=1[C:4]1[NH:6][C:7](=[O:8])[N:9]([C:18]2[CH:23]=[CH:22][C:21]([C:24]([O:26][CH3:27])=[O:25])=[C:20]([O:28][CH3:29])[CH:19]=2)[N:10]=1. (7) Given the reactants [H-].[H-].[H-].[H-].[Li+].[Al+3].[F:7][C:8]1[C:9]([O:18][CH3:19])=[N:10][CH:11]=[C:12]([CH:17]=1)[C:13](OC)=[O:14], predict the reaction product. The product is: [F:7][C:8]1[CH:17]=[C:12]([CH2:13][OH:14])[CH:11]=[N:10][C:9]=1[O:18][CH3:19].